From a dataset of Full USPTO retrosynthesis dataset with 1.9M reactions from patents (1976-2016). Predict the reactants needed to synthesize the given product. (1) The reactants are: [CH3:1][O:2][C:3]1[CH:4]=[C:5]([CH:8]=[CH:9][C:10]=1[OH:11])[CH:6]=[O:7].C1C=CC(N([S:19]([C:22]([F:25])([F:24])[F:23])(=[O:21])=[O:20])[S:19]([C:22]([F:25])([F:24])[F:23])(=[O:21])=[O:20])=CC=1.C(=O)([O-])[O-].[K+].[K+]. Given the product [CH:6]([C:5]1[CH:8]=[CH:9][C:10]([O:11][S:19]([C:22]([F:25])([F:24])[F:23])(=[O:21])=[O:20])=[C:3]([O:2][CH3:1])[CH:4]=1)=[O:7], predict the reactants needed to synthesize it. (2) The reactants are: [CH2:1]=[CH:2][CH2:3][CH2:4][CH2:5][CH2:6][CH2:7][CH3:8].C=C.FC1C([B-](C2C(F)=C(F)C(F)=C(F)C=2F)(C2C(F)=C(F)C(F)=C(F)C=2F)C2C(F)=C(F)C(F)=C(F)C=2F)=C(F)C(F)=C(F)C=1F.C[NH+](C)C1C=CC=CC=1.CC(C[Al](CC(C)C)CC(C)C)C.C([Zn]CC)C. Given the product [CH2:1]=[CH2:2].[CH2:1]=[CH:2][CH2:3][CH2:4][CH2:5][CH2:6][CH2:7][CH3:8], predict the reactants needed to synthesize it. (3) Given the product [OH:39][C:26]1[CH:27]=[CH:28][CH:29]=[C:30]2[C:25]=1[N:24]=[C:23]([C:21]([OH:22])=[O:20])[CH:32]=[C:31]2[C:33]1[CH:38]=[CH:37][CH:36]=[CH:35][CH:34]=1, predict the reactants needed to synthesize it. The reactants are: COC(C1C=C(O)C2C(=C(OC)C=C(Br)C=2)N=1)=O.C[O:20][C:21]([C:23]1[CH:32]=[C:31]([C:33]2[CH:38]=[CH:37][CH:36]=[CH:35][CH:34]=2)[C:30]2[C:25](=[C:26]([O:39]C)[CH:27]=[CH:28][CH:29]=2)[N:24]=1)=[O:22].